From a dataset of Forward reaction prediction with 1.9M reactions from USPTO patents (1976-2016). Predict the product of the given reaction. Given the reactants [Cl:1][C:2]1[CH:39]=[C:38]([S:40]([CH3:43])(=[O:42])=[O:41])[CH:37]=[CH:36][C:3]=1[CH2:4][O:5][C:6]1[C:7]([O:33][CH2:34][CH3:35])=[C:8]([C:12]([C:14]2[C:22]3[C:17](=[N:18][CH:19]=[CH:20][CH:21]=3)[N:16]([Si](C(C)C)(C(C)C)C(C)C)[CH:15]=2)=[O:13])[CH:9]=[CH:10][CH:11]=1.[OH-].[K+].[F-].C(=O)([O-])[O-].[Na+].[Na+], predict the reaction product. The product is: [Cl:1][C:2]1[CH:39]=[C:38]([S:40]([CH3:43])(=[O:41])=[O:42])[CH:37]=[CH:36][C:3]=1[CH2:4][O:5][C:6]1[C:7]([O:33][CH2:34][CH3:35])=[C:8]([C:12]([C:14]2[C:22]3[C:17](=[N:18][CH:19]=[CH:20][CH:21]=3)[NH:16][CH:15]=2)=[O:13])[CH:9]=[CH:10][CH:11]=1.